The task is: Predict the product of the given reaction.. This data is from Forward reaction prediction with 1.9M reactions from USPTO patents (1976-2016). (1) Given the reactants [OH-].[Na+].FC(F)(F)C([N:7]1[C@@H:16]2[C@@H:11]([C:12]3[CH:20]=[CH:19][C:18]([O:21][C:22]4[CH:27]=[CH:26][C:25]([O:28][CH3:29])=[CH:24][CH:23]=4)=[CH:17][C:13]=3[CH2:14][CH2:15]2)[CH2:10][CH2:9][CH2:8]1)=O, predict the reaction product. The product is: [CH3:29][O:28][C:25]1[CH:24]=[CH:23][C:22]([O:21][C:18]2[CH:19]=[CH:20][C:12]3[C@@H:11]4[C@H:16]([CH2:15][CH2:14][C:13]=3[CH:17]=2)[NH:7][CH2:8][CH2:9][CH2:10]4)=[CH:27][CH:26]=1. (2) Given the reactants [CH3:1][O:2][C:3]1[CH:4]=[C:5]2[C:10](=[CH:11][C:12]=1[O:13][CH3:14])[N:9]=[CH:8][C:7]([N+:15]([O-])=O)=[C:6]2[O:18][C:19]1[CH:20]=[C:21]2[C:26](=[CH:27][CH:28]=1)[C:25]([C:29]([OH:31])=[O:30])=[CH:24][CH:23]=[CH:22]2.[OH-].[Na+], predict the reaction product. The product is: [NH2:15][C:7]1[CH:8]=[N:9][C:10]2[C:5]([C:6]=1[O:18][C:19]1[CH:20]=[C:21]3[C:26](=[CH:27][CH:28]=1)[C:25]([C:29]([OH:31])=[O:30])=[CH:24][CH:23]=[CH:22]3)=[CH:4][C:3]([O:2][CH3:1])=[C:12]([O:13][CH3:14])[CH:11]=2. (3) Given the reactants [Cl:1][C:2]1[N:7]=[C:6](SC)[N:5]=[C:4]([N:10]2[C@H:15]([C:16]([F:19])([F:18])[F:17])[CH2:14][CH2:13][C@H:12]([C:20]([OH:22])=[O:21])[CH2:11]2)[CH:3]=1.O[O:24][S:25]([O-:27])=O.[K+].Cl.[CH3:30]O, predict the reaction product. The product is: [Cl:1][C:2]1[N:7]=[C:6]([S:25]([CH3:30])(=[O:27])=[O:24])[N:5]=[C:4]([N:10]2[C@H:15]([C:16]([F:18])([F:19])[F:17])[CH2:14][CH2:13][C@H:12]([C:20]([OH:22])=[O:21])[CH2:11]2)[CH:3]=1. (4) The product is: [OH:31][CH2:30][CH2:29][NH:28][CH2:26][CH2:25][CH:22]1[S:21][C:20]([C:17]2[NH:18][C:19]3[C:15]([CH:16]=2)=[CH:14][CH:13]=[CH:12][C:11]=3[N:2]([CH3:1])[S:3]([C:6]2[S:7][CH:8]=[CH:9][CH:10]=2)(=[O:5])=[O:4])=[N:24][CH2:23]1. Given the reactants [CH3:1][N:2]([C:11]1[CH:12]=[CH:13][CH:14]=[C:15]2[C:19]=1[NH:18][C:17]([C:20]1[S:21][CH:22]([CH2:25][CH:26]=O)[CH2:23][N:24]=1)=[CH:16]2)[S:3]([C:6]1[S:7][CH:8]=[CH:9][CH:10]=1)(=[O:5])=[O:4].[NH2:28][CH2:29][CH2:30][OH:31].[BH4-].[Na+], predict the reaction product. (5) Given the reactants [NH2:1][C:2]1[CH:6]=[CH:5][NH:4][N:3]=1.C(N(CC)CC)C.[CH3:14][C:15]([O:18][C:19](O[C:19]([O:18][C:15]([CH3:17])([CH3:16])[CH3:14])=[O:20])=[O:20])([CH3:17])[CH3:16], predict the reaction product. The product is: [NH2:1][C:2]1[CH:6]=[CH:5][N:4]([C:19]([O:18][C:15]([CH3:17])([CH3:16])[CH3:14])=[O:20])[N:3]=1. (6) The product is: [Cl:12][C:13]([F:18])([F:17])[C:14]([C:5]1[CH:10]=[CH:9][CH:8]=[CH:7][C:6]=1[CH3:11])=[O:15]. Given the reactants [Mg].II.Br[C:5]1[CH:10]=[CH:9][CH:8]=[CH:7][C:6]=1[CH3:11].[Cl:12][C:13]([F:18])([F:17])[C:14](O)=[O:15].[Cl-].[NH4+], predict the reaction product. (7) The product is: [NH:29]1[CH:30]=[N:31][C:27]([C:24]2[CH:23]=[CH:22][C:21]([C:20]3[CH:19]=[N:18][N:15]4[CH:16]=[CH:17][C:12]([N:6]5[C@@H:7]([CH:9]([CH3:11])[CH3:10])[CH2:8][N:4]([CH2:3][CH2:2][OH:1])[C:5]5=[O:40])=[N:13][C:14]=34)=[CH:26][CH:25]=2)=[N:28]1. Given the reactants [OH:1][CH2:2][CH2:3][N:4]1[CH2:8][C@H:7]([CH:9]([CH3:11])[CH3:10])[N:6]([C:12]2[CH:17]=[CH:16][N:15]3[N:18]=[CH:19][C:20]([C:21]4[CH:26]=[CH:25][C:24]([C:27]5[N:31]=[CH:30][N:29](COCC[Si](C)(C)C)[N:28]=5)=[CH:23][CH:22]=4)=[C:14]3[N:13]=2)[C:5]1=[O:40].FC(F)(F)C(O)=O.[OH-].[Na+].CO, predict the reaction product.